This data is from Full USPTO retrosynthesis dataset with 1.9M reactions from patents (1976-2016). The task is: Predict the reactants needed to synthesize the given product. (1) The reactants are: [CH3:1][O:2][C:3]1[CH:18]=[CH:17][C:6]([C:7]([NH:9][CH:10]([CH2:14][CH:15]=[CH2:16])[C:11]([OH:13])=O)=[O:8])=[CH:5][CH:4]=1.N1C=CC=C[CH:20]=1.CC(OC(C)=O)=O. Given the product [C:11]([CH:10]([NH:9][C:7](=[O:8])[C:6]1[CH:5]=[CH:4][C:3]([O:2][CH3:1])=[CH:18][CH:17]=1)[CH2:14][CH:15]=[CH2:16])(=[O:13])[CH3:20], predict the reactants needed to synthesize it. (2) Given the product [CH2:10]([N:1]1[CH2:6][CH2:5][O:4][CH2:3][CH:2]1[CH2:7][OH:8])[CH3:11], predict the reactants needed to synthesize it. The reactants are: [NH:1]1[CH2:6][CH2:5][O:4][CH2:3][CH:2]1[CH2:7][OH:8].I[CH2:10][CH3:11].C([O-])([O-])=O.[K+].[K+]. (3) Given the product [Cl:1][C:2]1[CH:3]=[C:4]2[C:9](=[CH:10][CH:11]=1)[N:8]=[C:7]([N:12]([C:24](=[O:26])[CH3:25])[CH2:13][CH3:14])[CH:6]=[C:5]2[C:15]1[CH:20]=[CH:19][C:18]([N+:21]([O-:23])=[O:22])=[CH:17][CH:16]=1, predict the reactants needed to synthesize it. The reactants are: [Cl:1][C:2]1[CH:3]=[C:4]2[C:9](=[CH:10][CH:11]=1)[N:8]=[C:7]([NH:12][CH2:13][CH3:14])[CH:6]=[C:5]2[C:15]1[CH:20]=[CH:19][C:18]([N+:21]([O-:23])=[O:22])=[CH:17][CH:16]=1.[C:24](OC(=O)C)(=[O:26])[CH3:25]. (4) Given the product [ClH:29].[ClH:29].[NH:8]1[CH2:13][CH2:12][CH:11]([CH2:14][N:15]2[C:25](=[O:26])[C:24]3[N:27]4[C:17](=[CH:18][N:19]=[C:20]4[CH:21]=[CH:22][CH:23]=3)[C:16]2=[O:28])[CH2:10][CH2:9]1, predict the reactants needed to synthesize it. The reactants are: C(OC([N:8]1[CH2:13][CH2:12][CH:11]([CH2:14][N:15]2[C:25](=[O:26])[C:24]3[N:27]4[C:17](=[CH:18][N:19]=[C:20]4[CH:21]=[CH:22][CH:23]=3)[C:16]2=[O:28])[CH2:10][CH2:9]1)=O)(C)(C)C.[ClH:29]. (5) Given the product [CH2:39]([NH:46][CH2:25][C:23]1[CH:22]=[CH:21][CH:20]=[C:19]([C:18]#[C:17][C:16]2[C:11]([NH:10][C:9]3[CH:27]=[CH:28][C:29]([O:30][CH2:31][C:32]4[CH:37]=[CH:36][CH:35]=[C:34]([F:38])[CH:33]=4)=[C:7]([Cl:6])[CH:8]=3)=[N:12][CH:13]=[N:14][CH:15]=2)[N:24]=1)[C:40]1[CH:45]=[CH:44][CH:43]=[CH:42][CH:41]=1, predict the reactants needed to synthesize it. The reactants are: CS(Cl)(=O)=O.[Cl:6][C:7]1[CH:8]=[C:9]([CH:27]=[CH:28][C:29]=1[O:30][CH2:31][C:32]1[CH:37]=[CH:36][CH:35]=[C:34]([F:38])[CH:33]=1)[NH:10][C:11]1[C:16]([C:17]#[C:18][C:19]2[N:24]=[C:23]([CH2:25]O)[CH:22]=[CH:21][CH:20]=2)=[CH:15][N:14]=[CH:13][N:12]=1.[CH2:39]([NH2:46])[C:40]1[CH:45]=[CH:44][CH:43]=[CH:42][CH:41]=1.O. (6) Given the product [C:12]([C:14]1[CH:15]=[C:16]([S:20]([NH:1][CH:2]2[CH2:8][CH2:7][CH2:6][CH2:5][NH:4][C:3]2=[O:9])(=[O:22])=[O:21])[CH:17]=[CH:18][CH:19]=1)#[N:13], predict the reactants needed to synthesize it. The reactants are: [NH2:1][CH:2]1[CH2:8][CH2:7][CH2:6][CH2:5][NH:4][C:3]1=[O:9].[OH-].[Na+].[C:12]([C:14]1[CH:15]=[C:16]([S:20](Cl)(=[O:22])=[O:21])[CH:17]=[CH:18][CH:19]=1)#[N:13].C(OC(C)C)(C)C.